Dataset: Forward reaction prediction with 1.9M reactions from USPTO patents (1976-2016). Task: Predict the product of the given reaction. (1) Given the reactants [NH2:1][CH2:2][CH2:3][CH2:4][NH2:5].[C:6]([O:9][CH3:10])(=[O:8])[CH3:7], predict the reaction product. The product is: [CH3:7][C:6]([O:9][CH3:10])=[O:8].[NH2:1][CH2:2][CH2:3][CH2:4][NH2:5]. (2) Given the reactants [CH2:1]([C:8]1[S:12][C:11]([NH2:13])=[N:10][C:9]=1[C:14]1[CH:19]=[CH:18][C:17]([O:20][CH3:21])=[CH:16][CH:15]=1)[C:2]1[CH:7]=[CH:6][CH:5]=[CH:4][CH:3]=1.[F:22][C:23]1[CH:24]=[C:25]([CH:29]=[C:30]([F:32])[CH:31]=1)[C:26](Cl)=[O:27], predict the reaction product. The product is: [CH2:1]([C:8]1[S:12][C:11]([NH:13][C:26](=[O:27])[C:25]2[CH:24]=[C:23]([F:22])[CH:31]=[C:30]([F:32])[CH:29]=2)=[N:10][C:9]=1[C:14]1[CH:15]=[CH:16][C:17]([O:20][CH3:21])=[CH:18][CH:19]=1)[C:2]1[CH:3]=[CH:4][CH:5]=[CH:6][CH:7]=1. (3) Given the reactants [NH2:1][C:2]1[C:23]([Cl:24])=[C:22]([CH2:25][N:26]2[CH2:31][CH2:30][N:29]3[CH2:32][CH2:33][CH2:34][C@H:28]3[CH2:27]2)[C:21]([C:35]([F:38])([F:37])[F:36])=[CH:20][C:3]=1[C:4]([NH:6][CH2:7][C:8]1[CH:13]=[C:12]([Cl:14])[CH:11]=[CH:10][C:9]=1[S:15]([CH2:18][CH3:19])(=[O:17])=[O:16])=[O:5].ClC1C(C2OCCO2)=C(OC(F)(F)F)C=C2C=1N[C:47](=[O:50])N(CC1C=C(Cl)C=CC=1S(CC)(=O)=O)C2=O, predict the reaction product. The product is: [Cl:24][C:23]1[C:22]([CH2:25][N:26]2[CH2:31][CH2:30][N:29]3[CH2:32][CH2:33][CH2:34][C@H:28]3[CH2:27]2)=[C:21]([C:35]([F:37])([F:38])[F:36])[CH:20]=[C:3]2[C:2]=1[NH:1][C:47](=[O:50])[N:6]([CH2:7][C:8]1[CH:13]=[C:12]([Cl:14])[CH:11]=[CH:10][C:9]=1[S:15]([CH2:18][CH3:19])(=[O:17])=[O:16])[C:4]2=[O:5]. (4) Given the reactants [CH2:1]([O:8][C:9]([N:11]1[CH2:16][CH2:15][CH:14]([C:17]2[CH:22]=[CH:21][C:20]([CH3:23])=[C:19]([F:24])[CH:18]=2)[CH:13](C(O)=O)[CH2:12]1)=[O:10])[C:2]1[CH:7]=[CH:6][CH:5]=[CH:4][CH:3]=1.P([N:44]=[N+]=[N-])(OC1C=CC=CC=1)(OC1C=CC=CC=1)=O.CC(O)(C)C.Cl.O1CCOCC1, predict the reaction product. The product is: [NH2:44][C@H:13]1[C@H:14]([C:17]2[CH:22]=[CH:21][C:20]([CH3:23])=[C:19]([F:24])[CH:18]=2)[CH2:15][CH2:16][N:11]([C:9]([O:8][CH2:1][C:2]2[CH:7]=[CH:6][CH:5]=[CH:4][CH:3]=2)=[O:10])[CH2:12]1. (5) Given the reactants Br[C:2]1[CH:18]=[C:17]([CH3:19])[C:5]([O:6][Si:7]([CH:14]([CH3:16])[CH3:15])([CH:11]([CH3:13])[CH3:12])[CH:8]([CH3:10])[CH3:9])=[C:4]([Cl:20])[C:3]=1[CH3:21].C(=O)=O.CC(C)=O.[Li]CCCC.C(O[B:38]1[O:42][C:41]([CH3:44])([CH3:43])[C:40]([CH3:46])([CH3:45])[O:39]1)(C)C, predict the reaction product. The product is: [Cl:20][C:4]1[C:3]([CH3:21])=[C:2]([B:38]2[O:42][C:41]([CH3:44])([CH3:43])[C:40]([CH3:46])([CH3:45])[O:39]2)[CH:18]=[C:17]([CH3:19])[C:5]=1[O:6][Si:7]([CH:14]([CH3:16])[CH3:15])([CH:11]([CH3:13])[CH3:12])[CH:8]([CH3:10])[CH3:9]. (6) Given the reactants [C:1]([O:4][C@H:5]([C@@H:31]1[C:36](=[O:37])[CH:35]=[CH:34][CH:33]([CH2:38][CH:39]=[CH2:40])[O:32]1)[C@@H:6]1[O:10][C@H:9]([CH2:11][CH:12](CC([O-])=O)[CH2:13]CC([O-])=O)[C@H:8]([O:22][CH2:23][C:24]2[CH:29]=[CH:28][CH:27]=[CH:26][CH:25]=2)[C@H:7]1[OH:30])(=[O:3])[CH3:2].[C:41](=[O:44])([OH:43])[O-].[Na+].[CH3:46][C:47]([O:49]I1(OC(C)=O)(OC(C)=O)OC(=O)C2C=CC=CC1=2)=[O:48].O.S([O-])([O-])(=O)=S.[Na+].[Na+].Cl[CH2:77]Cl, predict the reaction product. The product is: [C:41]([O:43][CH2:13][CH:12]([O:49][C:47](=[O:48])[CH3:46])[CH2:11][C@@H:9]1[C@H:8]([O:22][CH2:23][C:24]2[CH:29]=[CH:28][CH:27]=[CH:26][CH:25]=2)[C:7](=[O:30])[C@H:6]([C@H:5]([O:4][C:1](=[O:3])[CH3:2])[C@@H:31]2[C:36](=[O:37])[CH:35]=[CH:34][CH:33]([CH2:38][CH:39]=[CH2:40])[O:32]2)[O:10]1)(=[O:44])[CH3:77]. (7) Given the reactants [C:1]([N:4]1[C:13]2[C:8](=[CH:9][C:10]([N:14]([C:19](=O)[CH3:20])[CH2:15][C:16](=O)[CH3:17])=[CH:11][CH:12]=2)[C@H:7]([NH:22][C:23](=[O:28])[O:24][CH:25]([CH3:27])[CH3:26])[CH2:6][C@@H:5]1[CH3:29])(=[O:3])[CH3:2].C([O-])(=O)C.[NH4+:34].C(O)(=O)C.[OH-].[Na+], predict the reaction product. The product is: [C:1]([N:4]1[C:13]2[C:8](=[CH:9][C:10]([N:14]3[CH:15]=[C:16]([CH3:17])[N:34]=[C:19]3[CH3:20])=[CH:11][CH:12]=2)[C@H:7]([NH:22][C:23](=[O:28])[O:24][CH:25]([CH3:26])[CH3:27])[CH2:6][C@@H:5]1[CH3:29])(=[O:3])[CH3:2]. (8) Given the reactants [CH3:1][O:2][C:3]1[CH:12]=[C:11]2[C:6]([C:7]([S:13][C:14]3[CH:19]=[CH:18][CH:17]=[CH:16][CH:15]=3)=[CH:8][CH:9]=[N:10]2)=[CH:5][CH:4]=1.C1C=C(Cl)C=C(C(OO)=[O:28])C=1.CO, predict the reaction product. The product is: [CH3:1][O:2][C:3]1[CH:12]=[C:11]2[C:6]([C:7]([S:13]([C:14]3[CH:15]=[CH:16][CH:17]=[CH:18][CH:19]=3)=[O:28])=[CH:8][CH:9]=[N:10]2)=[CH:5][CH:4]=1. (9) Given the reactants [CH2:1]([O:3][C:4](=[O:15])[C@H:5]([CH2:7][C:8]1[CH:13]=[CH:12][C:11]([OH:14])=[CH:10][CH:9]=1)[NH2:6])[CH3:2].C([O-])(O)=O.[Na+].[Cl:21][C:22]1[CH:30]=[CH:29][CH:28]=[CH:27][C:23]=1[C:24](Cl)=[O:25], predict the reaction product. The product is: [CH2:1]([O:3][C:4](=[O:15])[C@H:5]([CH2:7][C:8]1[CH:9]=[CH:10][C:11]([OH:14])=[CH:12][CH:13]=1)[NH:6][C:24](=[O:25])[C:23]1[CH:27]=[CH:28][CH:29]=[CH:30][C:22]=1[Cl:21])[CH3:2]. (10) Given the reactants [Cl:1][C:2]1[CH:7]=[CH:6][C:5]([N:8]2[C:16]([CH:17]([CH:19]3[CH2:24][CH2:23][CH2:22][CH2:21][CH2:20]3)[OH:18])=[C:15]3[C:10]([CH:11]=[C:12]([F:26])[C:13]([F:25])=[CH:14]3)=[N:9]2)=[CH:4][CH:3]=1.C[O:28][C:29]([C:31]1([O:34][C:35]2[CH:40]=[CH:39][C:38](O)=[CH:37][CH:36]=2)[CH2:33][CH2:32]1)=[O:30].C1(P(C2C=CC=CC=2)C2C=CC=CC=2)C=CC=CC=1.N(C(OC(C)(C)C)=O)=NC(OC(C)(C)C)=O, predict the reaction product. The product is: [Cl:1][C:2]1[CH:3]=[CH:4][C:5]([N:8]2[C:16]([CH:17]([CH:19]3[CH2:24][CH2:23][CH2:22][CH2:21][CH2:20]3)[O:18][C:38]3[CH:39]=[CH:40][C:35]([O:34][C:31]4([C:29]([OH:30])=[O:28])[CH2:33][CH2:32]4)=[CH:36][CH:37]=3)=[C:15]3[C:10]([CH:11]=[C:12]([F:26])[C:13]([F:25])=[CH:14]3)=[N:9]2)=[CH:6][CH:7]=1.